Dataset: Reaction yield outcomes from USPTO patents with 853,638 reactions. Task: Predict the reaction yield, written as a fraction of the theoretical maximum amount of product (1.0 means a 100% yield; for example, 0.34 means a 34% yield). (1) The reactants are Br[C:2]1[CH:7]=[CH:6][C:5]([C:8]2[N:17]=[C:16]([NH:18][C:19]3[NH:20][N:21]=[C:22]([CH3:24])[CH:23]=3)[C:15]3[C:10](=[CH:11][CH:12]=[CH:13][CH:14]=3)[N:9]=2)=[CH:4][CH:3]=1.[C:25]1(B(O)O)[CH:30]=[CH:29][CH:28]=[CH:27][CH:26]=1.C([O-])([O-])=O.[Na+].[Na+].C1(P(C2C=CC=CC=2)C2C=CC=CC=2)C=CC=CC=1. The catalyst is C1COCC1.O.C([O-])(=O)C.[Pd+2].C([O-])(=O)C. The product is [C:2]1([C:25]2[CH:30]=[CH:29][CH:28]=[CH:27][CH:26]=2)[CH:7]=[CH:6][C:5]([C:8]2[N:17]=[C:16]([NH:18][C:19]3[NH:20][N:21]=[C:22]([CH3:24])[CH:23]=3)[C:15]3[C:10](=[CH:11][CH:12]=[CH:13][CH:14]=3)[N:9]=2)=[CH:4][CH:3]=1. The yield is 0.510. (2) The reactants are [CH3:1][C:2]1[C:6]([CH2:7][N:8]2[CH:12]=[C:11]([N:13]3[C:17](=[O:18])[CH2:16][NH:15][C:14]3=[O:19])[CH:10]=[N:9]2)=[C:5]([CH3:20])[O:4][N:3]=1.[C:21](=O)([O-])[O-].[Cs+].[Cs+].IC.O. The catalyst is CN(C=O)C. The product is [CH3:1][C:2]1[C:6]([CH2:7][N:8]2[CH:12]=[C:11]([N:13]3[C:17](=[O:18])[CH2:16][N:15]([CH3:21])[C:14]3=[O:19])[CH:10]=[N:9]2)=[C:5]([CH3:20])[O:4][N:3]=1. The yield is 0.800. (3) The reactants are [OH:1][C:2]1[CH:7]=[CH:6][C:5]([C:8]2[CH:17]=[C:16]3[C:11]([C:12]([C:18]([O:20][CH3:21])=[O:19])=[CH:13][CH:14]=[N:15]3)=[CH:10][CH:9]=2)=[CH:4][CH:3]=1.Cl[CH2:23][C:24]1[C:25]([C:32]2[C:37]([Cl:38])=[CH:36][CH:35]=[CH:34][C:33]=2[Cl:39])=[N:26][O:27][C:28]=1[CH:29]([CH3:31])[CH3:30].C([O-])([O-])=O.[K+].[K+].CCOC(C)=O. The catalyst is CN(C=O)C. The product is [Cl:38][C:37]1[CH:36]=[CH:35][CH:34]=[C:33]([Cl:39])[C:32]=1[C:25]1[C:24]([CH2:23][O:1][C:2]2[CH:3]=[CH:4][C:5]([C:8]3[CH:17]=[C:16]4[C:11]([C:12]([C:18]([O:20][CH3:21])=[O:19])=[CH:13][CH:14]=[N:15]4)=[CH:10][CH:9]=3)=[CH:6][CH:7]=2)=[C:28]([CH:29]([CH3:31])[CH3:30])[O:27][N:26]=1. The yield is 0.560. (4) The reactants are [F:1][CH:2]1[C:6](=O)[N:5]([C@@H:8]([C:10]2[CH:15]=[CH:14][CH:13]=[CH:12][CH:11]=2)[CH3:9])[CH2:4][C@@:3]1([CH3:23])[C:16]([O:18][C:19]([CH3:22])([CH3:21])[CH3:20])=[O:17].B. The catalyst is O1CCCC1. The product is [F:1][CH:2]1[CH2:6][N:5]([C@@H:8]([C:10]2[CH:11]=[CH:12][CH:13]=[CH:14][CH:15]=2)[CH3:9])[CH2:4][C@@:3]1([CH3:23])[C:16]([O:18][C:19]([CH3:22])([CH3:21])[CH3:20])=[O:17]. The yield is 0.990. (5) The reactants are [CH2:1]([CH:8]1[C:14](=[O:15])[CH2:13][CH:12]2[CH2:16][CH:9]1[CH2:10][CH2:11]2)[C:2]1[CH:7]=[CH:6][CH:5]=[CH:4][N:3]=1.CC([O-])(C)C.[K+].C1COCC1.[N:28](OCCC(C)C)=[O:29].Cl. The catalyst is C1COCC1. The product is [CH2:1]([CH:8]1[C:14](=[O:15])[C:13](=[N:28][OH:29])[CH:12]2[CH2:16][CH:9]1[CH2:10][CH2:11]2)[C:2]1[CH:7]=[CH:6][CH:5]=[CH:4][N:3]=1. The yield is 0.410. (6) The reactants are [NH2:1][C:2]1[CH:7]=[C:6]([F:8])[CH:5]=[CH:4][N:3]=1.Br[CH2:10][C:11](=O)[C:12]([O:14][CH2:15][CH3:16])=[O:13]. No catalyst specified. The product is [F:8][C:6]1[CH:5]=[CH:4][N:3]2[CH:10]=[C:11]([C:12]([O:14][CH2:15][CH3:16])=[O:13])[N:1]=[C:2]2[CH:7]=1. The yield is 0.590. (7) The reactants are [CH3:1][C:2]1([CH3:27])[C:6]([CH3:8])([CH3:7])[O:5][B:4]([C:9]2[CH:26]=[CH:25][C:12]([CH2:13][O:14][C:15]3[CH:24]=[CH:23][CH:22]=[CH:21][C:16]=3C(OC)=O)=[CH:11][CH:10]=2)[O:3]1.OC1C=CC=C2C=1[N:37]=[CH:36][CH:35]=[CH:34]2.BrCC1C=CC(B2OC(C)(C)C(C)(C)O2)=CC=1.C([O-])([O-])=O.[K+].[K+]. The catalyst is C(#N)C. The product is [CH3:27][C:2]1([CH3:1])[C:6]([CH3:7])([CH3:8])[O:5][B:4]([C:9]2[CH:10]=[CH:11][C:12]([CH2:13][O:14][C:15]3[CH:24]=[CH:23][CH:22]=[C:21]4[C:16]=3[N:37]=[CH:36][CH:35]=[CH:34]4)=[CH:25][CH:26]=2)[O:3]1. The yield is 0.220. (8) The product is [C:32]([C:29]1[CH:28]=[CH:27][C:26]([C:25]([NH:24][C@@H:7]([CH2:8][C:9]2[CH:14]=[CH:13][C:12]([C:15]3[N:20]=[CH:19][C:18]([C:21]([NH:51][NH:50][C:42](=[O:49])[CH2:43][CH2:44][CH2:45][CH2:46][CH2:47][CH3:48])=[O:23])=[CH:17][N:16]=3)=[CH:11][CH:10]=2)[C:6]([O:5][C:1]([CH3:2])([CH3:3])[CH3:4])=[O:37])=[O:36])=[CH:31][CH:30]=1)([CH3:34])([CH3:33])[CH3:35]. The yield is 0.610. The reactants are [C:1]([O:5][C:6](=[O:37])[C@@H:7]([NH:24][C:25](=[O:36])[C:26]1[CH:31]=[CH:30][C:29]([C:32]([CH3:35])([CH3:34])[CH3:33])=[CH:28][CH:27]=1)[CH2:8][C:9]1[CH:14]=[CH:13][C:12]([C:15]2[N:20]=[CH:19][C:18]([C:21]([OH:23])=O)=[CH:17][N:16]=2)=[CH:11][CH:10]=1)([CH3:4])([CH3:3])[CH3:2].C(Cl)CCl.[C:42]([NH:50][NH2:51])(=[O:49])[CH2:43][CH2:44][CH2:45][CH2:46][CH2:47][CH3:48]. The catalyst is C(Cl)Cl.CN(C1C=CN=CC=1)C.C([O-])(O)=O.[Na+]. (9) The reactants are [OH:1][C:2]([CH3:28])([CH3:27])[CH2:3][O:4][C:5]1[CH:10]=[CH:9][C:8]([N:11]2[CH2:15][CH2:14][CH:13]([O:16][C:17]3[CH:22]=[CH:21][C:20](I)=[CH:19][CH:18]=3)[C:12]2=[O:24])=[CH:7][C:6]=1[O:25][CH3:26].C([O-])([O-])=O.[Na+].[Na+].[F:35][C:36]1[CH:41]=[CH:40][CH:39]=[CH:38][C:37]=1B(O)O. The catalyst is CN(C=O)C.C1C=CC([P]([Pd]([P](C2C=CC=CC=2)(C2C=CC=CC=2)C2C=CC=CC=2)([P](C2C=CC=CC=2)(C2C=CC=CC=2)C2C=CC=CC=2)[P](C2C=CC=CC=2)(C2C=CC=CC=2)C2C=CC=CC=2)(C2C=CC=CC=2)C2C=CC=CC=2)=CC=1. The product is [F:35][C:36]1[CH:41]=[CH:40][CH:39]=[CH:38][C:37]=1[C:20]1[CH:21]=[CH:22][C:17]([O:16][CH:13]2[CH2:14][CH2:15][N:11]([C:8]3[CH:9]=[CH:10][C:5]([O:4][CH2:3][C:2]([OH:1])([CH3:28])[CH3:27])=[C:6]([O:25][CH3:26])[CH:7]=3)[C:12]2=[O:24])=[CH:18][CH:19]=1. The yield is 0.610.